Dataset: Full USPTO retrosynthesis dataset with 1.9M reactions from patents (1976-2016). Task: Predict the reactants needed to synthesize the given product. (1) Given the product [F:1][C:2]1[C:19]([F:20])=[C:18]2[C:5]([CH2:6][C:7]3([C@H:16]4[C@H:24]([CH3:25])[O:23][C@H:22]([CH3:26])[CH2:21][N:17]42)[C:8](=[O:15])[NH:9][C:10](=[O:14])[NH:11][C:12]3=[O:13])=[CH:4][C:3]=1[C:27]([NH:52][CH:53]1[CH2:57][CH2:56][O:55][C:54]1=[O:58])=[O:29], predict the reactants needed to synthesize it. The reactants are: [F:1][C:2]1[C:19]([F:20])=[C:18]2[C:5]([CH2:6][C:7]3([C@H:16]4[C@H:24]([CH3:25])[O:23][C@H:22]([CH3:26])[CH2:21][N:17]42)[C:12](=[O:13])[NH:11][C:10](=[O:14])[NH:9][C:8]3=[O:15])=[CH:4][C:3]=1[C:27]([OH:29])=O.CN(C(ON1N=NC2C=CC=CC1=2)=[N+](C)C)C.[B-](F)(F)(F)F.[NH2:52][CH:53]1[CH2:57][CH2:56][O:55][C:54]1=[O:58].CCN(C(C)C)C(C)C. (2) The reactants are: N1C=CC=CC=1.N1CCCCC1.[C:13]([OH:19])(=[O:18])[CH2:14][C:15](O)=O.[CH2:20]([O:23][C:24]1[CH:31]=[CH:30][CH:29]=[CH:28][C:25]=1C=O)[CH2:21][CH3:22].C(=O)=O. Given the product [CH2:20]([O:23][C:24]1[CH:31]=[CH:30][C:29]([CH:15]=[CH:14][C:13]([OH:19])=[O:18])=[CH:28][CH:25]=1)[CH2:21][CH3:22], predict the reactants needed to synthesize it. (3) The reactants are: O[C:2]1[C:11]2[C:6](=[N:7][CH:8]=[CH:9][CH:10]=2)[N:5]([C:12]2[CH:17]=[CH:16][CH:15]=[C:14]([O:18][C:19]([F:22])([F:21])[F:20])[CH:13]=2)[C:4](=[O:23])[C:3]=1[C:24](=O)[CH2:25][C:26]1[CH:30]=[CH:29][S:28][CH:27]=1.O.[NH2:33][NH2:34].C(=O)([O-])O.[Na+]. Given the product [S:28]1[CH:29]=[CH:30][C:26]([CH2:25][C:24]2[C:3]3[C:4](=[O:23])[N:5]([C:12]4[CH:17]=[CH:16][CH:15]=[C:14]([O:18][C:19]([F:20])([F:21])[F:22])[CH:13]=4)[C:6]4[N:7]=[CH:8][CH:9]=[CH:10][C:11]=4[C:2]=3[NH:34][N:33]=2)=[CH:27]1, predict the reactants needed to synthesize it.